This data is from NCI-60 drug combinations with 297,098 pairs across 59 cell lines. The task is: Regression. Given two drug SMILES strings and cell line genomic features, predict the synergy score measuring deviation from expected non-interaction effect. (1) Drug 1: CC(CN1CC(=O)NC(=O)C1)N2CC(=O)NC(=O)C2. Drug 2: CC1=C(C(=O)C2=C(C1=O)N3CC4C(C3(C2COC(=O)N)OC)N4)N. Cell line: UO-31. Synergy scores: CSS=12.6, Synergy_ZIP=-7.09, Synergy_Bliss=-4.08, Synergy_Loewe=-1.89, Synergy_HSA=-1.11. (2) Drug 1: CC12CCC(CC1=CCC3C2CCC4(C3CC=C4C5=CN=CC=C5)C)O. Drug 2: C1CC(=O)NC(=O)C1N2CC3=C(C2=O)C=CC=C3N. Cell line: RPMI-8226. Synergy scores: CSS=24.2, Synergy_ZIP=1.27, Synergy_Bliss=2.91, Synergy_Loewe=2.19, Synergy_HSA=2.25. (3) Drug 2: B(C(CC(C)C)NC(=O)C(CC1=CC=CC=C1)NC(=O)C2=NC=CN=C2)(O)O. Synergy scores: CSS=73.7, Synergy_ZIP=4.94, Synergy_Bliss=5.76, Synergy_Loewe=-33.6, Synergy_HSA=3.54. Drug 1: CCC(=C(C1=CC=CC=C1)C2=CC=C(C=C2)OCCN(C)C)C3=CC=CC=C3.C(C(=O)O)C(CC(=O)O)(C(=O)O)O. Cell line: OVCAR3. (4) Drug 1: CS(=O)(=O)OCCCCOS(=O)(=O)C. Drug 2: B(C(CC(C)C)NC(=O)C(CC1=CC=CC=C1)NC(=O)C2=NC=CN=C2)(O)O. Cell line: RPMI-8226. Synergy scores: CSS=40.6, Synergy_ZIP=6.18, Synergy_Bliss=5.11, Synergy_Loewe=-2.17, Synergy_HSA=-2.00. (5) Drug 1: CC(C1=C(C=CC(=C1Cl)F)Cl)OC2=C(N=CC(=C2)C3=CN(N=C3)C4CCNCC4)N. Cell line: K-562. Synergy scores: CSS=42.2, Synergy_ZIP=2.20, Synergy_Bliss=3.48, Synergy_Loewe=-4.00, Synergy_HSA=2.93. Drug 2: C1CCN(CC1)CCOC2=CC=C(C=C2)C(=O)C3=C(SC4=C3C=CC(=C4)O)C5=CC=C(C=C5)O. (6) Drug 1: CC1=C2C(C(=O)C3(C(CC4C(C3C(C(C2(C)C)(CC1OC(=O)C(C(C5=CC=CC=C5)NC(=O)OC(C)(C)C)O)O)OC(=O)C6=CC=CC=C6)(CO4)OC(=O)C)O)C)O. Drug 2: CS(=O)(=O)CCNCC1=CC=C(O1)C2=CC3=C(C=C2)N=CN=C3NC4=CC(=C(C=C4)OCC5=CC(=CC=C5)F)Cl. Cell line: A549. Synergy scores: CSS=34.1, Synergy_ZIP=10.2, Synergy_Bliss=15.1, Synergy_Loewe=16.3, Synergy_HSA=15.3.